This data is from Forward reaction prediction with 1.9M reactions from USPTO patents (1976-2016). The task is: Predict the product of the given reaction. Given the reactants C([O-])([O-])=O.[Na+].[Na+].I[C:8]1[CH:9]=[C:10]2[CH:30]=[CH:29][CH:28]=[CH:27][C:11]2=[C:12]2[C:20]=1[C:19]1[C:14](=[CH:15][CH:16]=[CH:17][CH:18]=1)[CH:13]2[C:21]1[CH:26]=[CH:25][CH:24]=[CH:23][CH:22]=1.[CH3:31][O:32][C:33]1[CH:34]=[C:35](B(O)O)[CH:36]=[C:37]([O:39][CH3:40])[CH:38]=1, predict the reaction product. The product is: [CH3:31][O:32][C:33]1[CH:34]=[C:35]([C:8]2[CH:9]=[C:10]3[CH:30]=[CH:29][CH:28]=[CH:27][C:11]3=[C:12]3[C:20]=2[C:19]2[C:14](=[CH:15][CH:16]=[CH:17][CH:18]=2)[CH:13]3[C:21]2[CH:26]=[CH:25][CH:24]=[CH:23][CH:22]=2)[CH:36]=[C:37]([O:39][CH3:40])[CH:38]=1.